From a dataset of Reaction yield outcomes from USPTO patents with 853,638 reactions. Predict the reaction yield, written as a fraction of the theoretical maximum amount of product (1.0 means a 100% yield; for example, 0.34 means a 34% yield). (1) The yield is 0.600. The reactants are [Cl:1][C:2]1[CH:7]=[CH:6][C:5]([O:8][CH3:9])=[CH:4][C:3]=1[CH2:10][C:11]([C:13]1[CH:14]=[CH:15][C:16]2[O:20][C:19](=[O:21])[N:18]([CH3:22])[C:17]=2[CH:23]=1)=[O:12].[H-].[Na+].[CH3:26]I. The catalyst is CN(C=O)C. The product is [Cl:1][C:2]1[CH:7]=[CH:6][C:5]([O:8][CH3:9])=[CH:4][C:3]=1[CH:10]([CH3:26])[C:11]([C:13]1[CH:14]=[CH:15][C:16]2[O:20][C:19](=[O:21])[N:18]([CH3:22])[C:17]=2[CH:23]=1)=[O:12]. (2) The reactants are [CH3:1][C:2]1[CH:7]=[CH:6][C:5]([C:8](=[O:10])[CH3:9])=[CH:4][CH:3]=1.CO[C:13]([N:17]([CH3:19])[CH3:18])(OC)[CH3:14]. No catalyst specified. The product is [CH3:18][N:17]([CH3:19])/[C:13](/[CH3:14])=[CH:9]/[C:8]([C:5]1[CH:6]=[CH:7][C:2]([CH3:1])=[CH:3][CH:4]=1)=[O:10]. The yield is 0.600. (3) The reactants are [CH3:1][C:2]1[NH:6][C:5]2[C:7]([C:17]([O:19]C)=[O:18])=[CH:8][C:9]([N:11]3[CH2:16][CH2:15][O:14][CH2:13][CH2:12]3)=[CH:10][C:4]=2[N:3]=1.Br[CH:22]([C:24]1[CH:29]=[CH:28][CH:27]=[C:26]([Cl:30])[C:25]=1[CH3:31])[CH3:23].C(=O)([O-])[O-].[K+].[K+].[OH-].[Li+]. The catalyst is CN(C)C=O.O1CCCC1.O. The product is [Cl:30][C:26]1[C:25]([CH3:31])=[C:24]([CH:22]([N:3]2[C:4]3[CH:10]=[C:9]([N:11]4[CH2:12][CH2:13][O:14][CH2:15][CH2:16]4)[CH:8]=[C:7]([C:17]([OH:19])=[O:18])[C:5]=3[N:6]=[C:2]2[CH3:1])[CH3:23])[CH:29]=[CH:28][CH:27]=1. The yield is 0.120.